Dataset: Forward reaction prediction with 1.9M reactions from USPTO patents (1976-2016). Task: Predict the product of the given reaction. (1) The product is: [ClH:50].[CH3:22][C:23]1[N:27]([C:28]2[CH:29]=[CH:30][CH:31]=[CH:32][CH:33]=2)[N:26]=[CH:25][C:24]=1[CH2:34][N:4]1[CH2:5][CH2:6][N:1]([C:7]2[C:12]([C:13]3[CH:14]=[CH:15][C:16]([C:19](=[O:21])[CH3:20])=[CH:17][CH:18]=3)=[N:11][CH:10]=[CH:9][N:8]=2)[CH2:2][CH2:3]1. Given the reactants [N:1]1([C:7]2[C:12]([C:13]3[CH:18]=[CH:17][C:16]([C:19](=[O:21])[CH3:20])=[CH:15][CH:14]=3)=[N:11][CH:10]=[CH:9][N:8]=2)[CH2:6][CH2:5][NH:4][CH2:3][CH2:2]1.[CH3:22][C:23]1[N:27]([C:28]2[CH:33]=[CH:32][CH:31]=[CH:30][CH:29]=2)[N:26]=[CH:25][C:24]=1[CH:34]=O.C(O[BH-](OC(=O)C)OC(=O)C)(=O)C.[Na+].[Cl:50]CCCl, predict the reaction product. (2) Given the reactants [Cl:1][C:2]1[CH:7]=[N:6][CH:5]=[C:4]([Sn](CCCC)(CCCC)CCCC)[N:3]=1.[F:21][C:22]1[CH:27]=[CH:26][CH:25]=[C:24]([F:28])[C:23]=1[C:29]1[CH:30]=[C:31]2[C:35](=[CH:36][CH:37]=1)[N:34]([C:38]([O:40][C:41]([CH3:44])([CH3:43])[CH3:42])=[O:39])[CH:33]=[C:32]2I, predict the reaction product. The product is: [Cl:1][C:2]1[N:3]=[C:4]([C:32]2[C:31]3[C:35](=[CH:36][CH:37]=[C:29]([C:23]4[C:24]([F:28])=[CH:25][CH:26]=[CH:27][C:22]=4[F:21])[CH:30]=3)[N:34]([C:38]([O:40][C:41]([CH3:44])([CH3:43])[CH3:42])=[O:39])[CH:33]=2)[CH:5]=[N:6][CH:7]=1. (3) Given the reactants C(OC(=O)[NH:10][C@@H:11]([CH2:35][OH:36])[C:12]([N:14]1[CH2:18][CH2:17][CH2:16][C@H:15]1[C:19]([N:21]1[CH2:25][CH2:24][CH2:23][C@H:22]1[C:26](=[O:34])[NH:27][C@@H:28]([CH2:32][OH:33])[C:29]([NH2:31])=[O:30])=[O:20])=[O:13])C1C=CC=CC=1, predict the reaction product. The product is: [NH2:31][C:29](=[O:30])[C@@H:28]([NH:27][C:26]([C@@H:22]1[CH2:23][CH2:24][CH2:25][N:21]1[C:19]([C@@H:15]1[CH2:16][CH2:17][CH2:18][N:14]1[C:12](=[O:13])[C@@H:11]([NH2:10])[CH2:35][OH:36])=[O:20])=[O:34])[CH2:32][OH:33]. (4) Given the reactants C([O-])([O-])=O.[K+].[K+].FC(F)(F)C([N:11]1[CH2:20][CH2:19][C:18]2[C:13](=[CH:14][CH:15]=[C:16]([CH2:21][C:22]([O:24][CH2:25][CH3:26])=[O:23])[CH:17]=2)[CH2:12]1)=O.FC(F)(F)C([N:33]1[CH2:42][CH2:41][C:40]2[C:35](=[C:36]([CH2:43][C:44]([O:46][CH2:47][CH3:48])=[O:45])[CH:37]=[CH:38][CH:39]=2)[CH2:34]1)=O, predict the reaction product. The product is: [CH2:12]1[C:13]2[C:18](=[CH:17][C:16]([CH2:21][C:22]([O:24][CH2:25][CH3:26])=[O:23])=[CH:15][CH:14]=2)[CH2:19][CH2:20][NH:11]1.[CH2:34]1[C:35]2[C:40](=[CH:39][CH:38]=[CH:37][C:36]=2[CH2:43][C:44]([O:46][CH2:47][CH3:48])=[O:45])[CH2:41][CH2:42][NH:33]1. (5) Given the reactants C([O:8][CH2:9][C:10]1[N:15]=[CH:14][N:13]=[C:12]([O:16][C:17]2[CH:18]=[C:19]3[C:23](=[CH:24][CH:25]=2)[N:22]([C:26]([NH:28][C:29]2[CH:33]=[C:32]([C:34]([F:37])([F:36])[F:35])[N:31]([CH3:38])[N:30]=2)=[O:27])[CH:21]=[CH:20]3)[CH:11]=1)C1C=CC=CC=1, predict the reaction product. The product is: [OH:8][CH2:9][C:10]1[N:15]=[CH:14][N:13]=[C:12]([O:16][C:17]2[CH:18]=[C:19]3[C:23](=[CH:24][CH:25]=2)[N:22]([C:26]([NH:28][C:29]2[CH:33]=[C:32]([C:34]([F:36])([F:37])[F:35])[N:31]([CH3:38])[N:30]=2)=[O:27])[CH:21]=[CH:20]3)[CH:11]=1.